Dataset: Full USPTO retrosynthesis dataset with 1.9M reactions from patents (1976-2016). Task: Predict the reactants needed to synthesize the given product. (1) Given the product [CH2:22]([O:21][P:20]([C:2]([F:19])([F:1])[CH2:3][CH2:4][O:5][CH2:6][CH2:7][O:8][C:9]1[CH:14]=[CH:13][C:12](/[CH:15]=[C:39](\[C:40](=[O:41])[CH3:42])/[C:38]([O:44][CH2:45][CH3:46])=[O:43])=[C:11]([O:17][CH3:18])[CH:10]=1)([O:24][CH2:25][CH3:26])=[O:27])[CH3:23], predict the reactants needed to synthesize it. The reactants are: [F:1][C:2]([P:20](=[O:27])([O:24][CH2:25][CH3:26])[O:21][CH2:22][CH3:23])([F:19])[CH2:3][CH2:4][O:5][CH2:6][CH2:7][O:8][C:9]1[CH:14]=[CH:13][C:12]([CH:15]=O)=[C:11]([O:17][CH3:18])[CH:10]=1.N1CCCCC1.C(O)(=O)C.[C:38]([O:44][CH2:45][CH3:46])(=[O:43])[CH2:39][C:40]([CH3:42])=[O:41]. (2) The reactants are: C(O[C:5]([N:7]1[CH2:11][CH2:10][C:9]([C:32]#[N:33])([NH:12][C:13](=[O:31])[CH:14]([NH:22][C:23]([N:25]2[CH2:30][CH2:29][O:28][CH2:27][CH2:26]2)=[O:24])[CH2:15][CH:16]2[CH2:21][CH2:20][CH2:19][CH2:18][CH2:17]2)[CH2:8]1)=O)C=C.[CH3:34][C:35]1([CH3:43])[CH2:42]C(=O)[CH2:39][C:37](=[O:38])[CH2:36]1. Given the product [C:32]([C:9]1([NH:12][C:13]([CH:14]([NH:22][C:23]([N:25]2[CH2:30][CH2:29][O:28][CH2:27][CH2:26]2)=[O:24])[CH2:15][CH:16]2[CH2:21][CH2:20][CH2:19][CH2:18][CH2:17]2)=[O:31])[CH2:10][CH2:11][N:7]([C:5]2[CH2:34][C:35]([CH3:43])([CH3:42])[CH2:36][C:37](=[O:38])[CH:39]=2)[CH2:8]1)#[N:33], predict the reactants needed to synthesize it.